Dataset: NCI-60 drug combinations with 297,098 pairs across 59 cell lines. Task: Regression. Given two drug SMILES strings and cell line genomic features, predict the synergy score measuring deviation from expected non-interaction effect. (1) Drug 1: CN(C)C1=NC(=NC(=N1)N(C)C)N(C)C. Drug 2: CC1CCCC2(C(O2)CC(NC(=O)CC(C(C(=O)C(C1O)C)(C)C)O)C(=CC3=CSC(=N3)C)C)C. Cell line: OVCAR-8. Synergy scores: CSS=-0.0390, Synergy_ZIP=2.31, Synergy_Bliss=3.65, Synergy_Loewe=-2.87, Synergy_HSA=-1.77. (2) Drug 1: CN(C)C1=NC(=NC(=N1)N(C)C)N(C)C. Drug 2: CCCS(=O)(=O)NC1=C(C(=C(C=C1)F)C(=O)C2=CNC3=C2C=C(C=N3)C4=CC=C(C=C4)Cl)F. Cell line: SW-620. Synergy scores: CSS=-4.04, Synergy_ZIP=18.5, Synergy_Bliss=19.6, Synergy_Loewe=-1.08, Synergy_HSA=-0.427. (3) Drug 1: CC1OCC2C(O1)C(C(C(O2)OC3C4COC(=O)C4C(C5=CC6=C(C=C35)OCO6)C7=CC(=C(C(=C7)OC)O)OC)O)O. Drug 2: C1=NC2=C(N=C(N=C2N1C3C(C(C(O3)CO)O)F)Cl)N. Cell line: NCI/ADR-RES. Synergy scores: CSS=17.1, Synergy_ZIP=-3.83, Synergy_Bliss=-10.5, Synergy_Loewe=-32.7, Synergy_HSA=-10.6. (4) Drug 2: C1=NC(=NC(=O)N1C2C(C(C(O2)CO)O)O)N. Drug 1: C1=CC(=CC=C1CC(C(=O)O)N)N(CCCl)CCCl.Cl. Synergy scores: CSS=19.3, Synergy_ZIP=-0.565, Synergy_Bliss=4.29, Synergy_Loewe=-2.90, Synergy_HSA=0.522. Cell line: HCT-15. (5) Synergy scores: CSS=51.8, Synergy_ZIP=-6.25, Synergy_Bliss=-7.63, Synergy_Loewe=-2.58, Synergy_HSA=-0.592. Drug 1: C1=CC(=C2C(=C1NCCNCCO)C(=O)C3=C(C=CC(=C3C2=O)O)O)NCCNCCO. Drug 2: C1=NC2=C(N=C(N=C2N1C3C(C(C(O3)CO)O)F)Cl)N. Cell line: OVCAR-8. (6) Drug 1: C1=CC(=CC=C1CC(C(=O)O)N)N(CCCl)CCCl.Cl. Drug 2: COC1=NC(=NC2=C1N=CN2C3C(C(C(O3)CO)O)O)N. Cell line: CCRF-CEM. Synergy scores: CSS=82.0, Synergy_ZIP=2.22, Synergy_Bliss=1.62, Synergy_Loewe=0.372, Synergy_HSA=2.48. (7) Drug 1: C1=CC(=C2C(=C1NCCNCCO)C(=O)C3=C(C=CC(=C3C2=O)O)O)NCCNCCO. Drug 2: CN(C)C1=NC(=NC(=N1)N(C)C)N(C)C. Cell line: SF-295. Synergy scores: CSS=59.3, Synergy_ZIP=0.827, Synergy_Bliss=-0.395, Synergy_Loewe=-60.9, Synergy_HSA=1.16. (8) Drug 1: C1CN1C2=NC(=NC(=N2)N3CC3)N4CC4. Drug 2: CC1C(C(CC(O1)OC2CC(CC3=C2C(=C4C(=C3O)C(=O)C5=C(C4=O)C(=CC=C5)OC)O)(C(=O)CO)O)N)O.Cl. Cell line: PC-3. Synergy scores: CSS=21.6, Synergy_ZIP=-3.90, Synergy_Bliss=0.155, Synergy_Loewe=2.06, Synergy_HSA=3.25. (9) Drug 1: C1=NC2=C(N1)C(=S)N=C(N2)N. Drug 2: CC1=C(C(=CC=C1)Cl)NC(=O)C2=CN=C(S2)NC3=CC(=NC(=N3)C)N4CCN(CC4)CCO. Cell line: SF-268. Synergy scores: CSS=16.1, Synergy_ZIP=-7.09, Synergy_Bliss=-1.03, Synergy_Loewe=-4.15, Synergy_HSA=-2.07. (10) Drug 1: CC1=C(C=C(C=C1)NC2=NC=CC(=N2)N(C)C3=CC4=NN(C(=C4C=C3)C)C)S(=O)(=O)N.Cl. Drug 2: CS(=O)(=O)CCNCC1=CC=C(O1)C2=CC3=C(C=C2)N=CN=C3NC4=CC(=C(C=C4)OCC5=CC(=CC=C5)F)Cl. Cell line: CCRF-CEM. Synergy scores: CSS=5.44, Synergy_ZIP=0.361, Synergy_Bliss=6.35, Synergy_Loewe=2.26, Synergy_HSA=2.48.